From a dataset of Reaction yield outcomes from USPTO patents with 853,638 reactions. Predict the reaction yield, written as a fraction of the theoretical maximum amount of product (1.0 means a 100% yield; for example, 0.34 means a 34% yield). The reactants are ClC1C=CN=C2C=C(C(N(CCO)C)=O)SC=12.[Si](Cl)(C(C)(C)C)(C)C.CCN(CC)CC.[Cl:33][C:34]1[CH:39]=[CH:38][N:37]=[C:36]2[CH:40]=[C:41]([C:43]([N:45]3[CH2:49]CC[C@H:46]3[CH2:50][O:51][Si:52]([C:55]([CH3:58])([CH3:57])[CH3:56])([CH3:54])[CH3:53])=[O:44])[S:42][C:35]=12. No catalyst specified. The product is [Si:52]([O:51][CH2:50][CH2:46][N:45]([CH3:49])[C:43]([C:41]1[S:42][C:35]2[C:36](=[N:37][CH:38]=[CH:39][C:34]=2[Cl:33])[CH:40]=1)=[O:44])([C:55]([CH3:58])([CH3:57])[CH3:56])([CH3:54])[CH3:53]. The yield is 0.780.